This data is from NCI-60 drug combinations with 297,098 pairs across 59 cell lines. The task is: Regression. Given two drug SMILES strings and cell line genomic features, predict the synergy score measuring deviation from expected non-interaction effect. (1) Drug 1: CC1=C(C=C(C=C1)NC2=NC=CC(=N2)N(C)C3=CC4=NN(C(=C4C=C3)C)C)S(=O)(=O)N.Cl. Drug 2: CN1C2=C(C=C(C=C2)N(CCCl)CCCl)N=C1CCCC(=O)O.Cl. Cell line: CAKI-1. Synergy scores: CSS=12.5, Synergy_ZIP=-4.71, Synergy_Bliss=-3.81, Synergy_Loewe=-6.93, Synergy_HSA=0.0851. (2) Drug 1: C1=CC=C(C=C1)NC(=O)CCCCCCC(=O)NO. Drug 2: C1CN(P(=O)(OC1)NCCCl)CCCl. Cell line: SNB-75. Synergy scores: CSS=5.09, Synergy_ZIP=3.36, Synergy_Bliss=-2.78, Synergy_Loewe=1.38, Synergy_HSA=-1.62. (3) Drug 1: C1=C(C(=O)NC(=O)N1)F. Drug 2: CCC(=C(C1=CC=CC=C1)C2=CC=C(C=C2)OCCN(C)C)C3=CC=CC=C3.C(C(=O)O)C(CC(=O)O)(C(=O)O)O. Cell line: LOX IMVI. Synergy scores: CSS=25.2, Synergy_ZIP=-10.3, Synergy_Bliss=-15.8, Synergy_Loewe=-11.5, Synergy_HSA=-10.4.